Dataset: Catalyst prediction with 721,799 reactions and 888 catalyst types from USPTO. Task: Predict which catalyst facilitates the given reaction. (1) Reactant: Cl[C:2]1[C:3]2[C:16]3[CH2:17][CH2:18][CH2:19][CH2:20][C:15]=3[S:14][C:4]=2[N:5]=[C:6]([C:8]2[CH:13]=[CH:12][N:11]=[CH:10][CH:9]=2)[N:7]=1.C(OC(=O)[NH:27][CH2:28][CH2:29][NH2:30])(C)(C)C.CCN(CC)CC. Product: [N:11]1[CH:12]=[CH:13][C:8]([C:6]2[N:7]=[C:2]([NH:27][CH2:28][CH2:29][NH2:30])[C:3]3[C:16]4[CH2:17][CH2:18][CH2:19][CH2:20][C:15]=4[S:14][C:4]=3[N:5]=2)=[CH:9][CH:10]=1. The catalyst class is: 44. (2) Reactant: [O:1]=[C:2]([CH3:19])[CH2:3][C@H:4]([NH:11]C(=O)OC(C)(C)C)[C:5]1[CH:10]=[CH:9][CH:8]=[CH:7][CH:6]=1.Cl. Product: [NH2:11][C@H:4]([C:5]1[CH:10]=[CH:9][CH:8]=[CH:7][CH:6]=1)[CH2:3][C:2](=[O:1])[CH3:19]. The catalyst class is: 4. (3) Reactant: [CH3:1][O:2][C:3](=[O:33])[NH:4][CH:5]([C:9]([N:11]1[CH2:15][C:14](=[CH2:16])[CH2:13][CH:12]1[C:17]1[NH:18][C:19]([C:22]2[CH:31]=[CH:30][C:29]3[C:24](=[CH:25][CH:26]=[C:27](Br)[CH:28]=3)[CH:23]=2)=[CH:20][N:21]=1)=[O:10])[CH:6]([CH3:8])[CH3:7].[C:34]([O:38][C:39]([N:41]1[CH2:45][CH:44]([C:46]#[N:47])[CH2:43][CH:42]1[C:48]1[NH:49][C:50]([C:53]2[CH:58]=[CH:57][C:56](B3OC(C)(C)C(C)(C)O3)=[CH:55][CH:54]=2)=[CH:51][N:52]=1)=[O:40])([CH3:37])([CH3:36])[CH3:35].C(=O)([O-])[O-].[K+].[K+].O. Product: [C:34]([O:38][C:39]([N:41]1[CH2:45][CH:44]([C:46]#[N:47])[CH2:43][CH:42]1[C:48]1[NH:49][C:50]([C:53]2[CH:58]=[CH:57][C:56]([C:27]3[CH:26]=[CH:25][C:24]4[C:29](=[CH:30][CH:31]=[C:22]([C:19]5[NH:18][C:17]([CH:12]6[CH2:13][C:14](=[CH2:16])[CH2:15][N:11]6[C:9](=[O:10])[CH:5]([NH:4][C:3]([O:2][CH3:1])=[O:33])[CH:6]([CH3:8])[CH3:7])=[N:21][CH:20]=5)[CH:23]=4)[CH:28]=3)=[CH:55][CH:54]=2)=[CH:51][N:52]=1)=[O:40])([CH3:37])([CH3:35])[CH3:36]. The catalyst class is: 57. (4) Reactant: [CH2:1]([O:8][C:9](=[O:39])[C:10]1[CH:15]=[CH:14][C:13](B2OC(C)(C)C(C)(C)O2)=[C:12]([CH2:25][N:26]([C:29]([O:31][CH2:32][C:33]2[CH:38]=[CH:37][CH:36]=[CH:35][CH:34]=2)=[O:30])[CH2:27][CH3:28])[CH:11]=1)[C:2]1[CH:7]=[CH:6][CH:5]=[CH:4][CH:3]=1.C([O:42][C:43](=[O:52])[CH2:44][C:45]1[CH:46]=[N:47][CH:48]=[C:49](Br)[CH:50]=1)C.C(=O)([O-])[O-].[K+].[K+]. Product: [CH2:1]([O:8][C:9](=[O:39])[C:10]1[CH:15]=[CH:14][C:13]([C:49]2[CH:48]=[N:47][CH:46]=[C:45]([CH2:44][C:43]([OH:42])=[O:52])[CH:50]=2)=[C:12]([CH2:25][N:26]([C:29]([O:31][CH2:32][C:33]2[CH:34]=[CH:35][CH:36]=[CH:37][CH:38]=2)=[O:30])[CH2:27][CH3:28])[CH:11]=1)[C:2]1[CH:7]=[CH:6][CH:5]=[CH:4][CH:3]=1. The catalyst class is: 104. (5) Reactant: C(N(CC)C(C)C)(C)C.Cl.[C:11]([N:15]1[CH2:19][C@@H:18]([C:20]2[CH:25]=[CH:24][C:23]([F:26])=[CH:22][C:21]=2[F:27])[C@H:17]([C:28](O)=[O:29])[CH2:16]1)([CH3:14])([CH3:13])[CH3:12].Cl.[Cl:32][C:33]1[CH:34]=[CH:35][C:36]([CH:45]2[CH2:50][CH2:49][NH:48][CH2:47][CH2:46]2)=[C:37]([C@@H:39]([NH:41][C:42](=[O:44])[CH3:43])[CH3:40])[CH:38]=1.F[P-](F)(F)(F)(F)F.N1(OC(N(C)C)=[N+](C)C)C2N=CC=CC=2N=N1. Product: [C:11]([N:15]1[CH2:19][C@@H:18]([C:20]2[CH:25]=[CH:24][C:23]([F:26])=[CH:22][C:21]=2[F:27])[C@H:17]([C:28]([N:48]2[CH2:47][CH2:46][CH:45]([C:36]3[CH:35]=[CH:34][C:33]([Cl:32])=[CH:38][C:37]=3[C@@H:39]([NH:41][C:42](=[O:44])[CH3:43])[CH3:40])[CH2:50][CH2:49]2)=[O:29])[CH2:16]1)([CH3:14])([CH3:13])[CH3:12]. The catalyst class is: 6. (6) Reactant: [Cl:1][C:2]1[CH:10]=[CH:9][C:8]2[NH:7][C:6]3[CH2:11][CH2:12][N:13]([CH3:15])[CH2:14][C:5]=3[C:4]=2[CH:3]=1.P([O-])([O-])([O-])=O.[K+].[K+].[K+].N1CCC[C@H]1C(O)=O.Br[CH:33]=[C:34]([C:39]1[CH:44]=[CH:43][N:42]=[CH:41][CH:40]=1)[C:35]([CH3:38])([CH3:37])[CH3:36]. Product: [Cl:1][C:2]1[CH:10]=[CH:9][C:8]2[N:7](/[CH:33]=[C:34](/[C:39]3[CH:44]=[CH:43][N:42]=[CH:41][CH:40]=3)\[C:35]([CH3:38])([CH3:36])[CH3:37])[C:6]3[CH2:11][CH2:12][N:13]([CH3:15])[CH2:14][C:5]=3[C:4]=2[CH:3]=1. The catalyst class is: 122. (7) The catalyst class is: 6. Reactant: CS(O[CH2:6][C:7]1[O:11][N:10]=[C:9]([CH3:12])[C:8]=1[C:13]1[CH:18]=[CH:17][CH:16]=[CH:15][C:14]=1[C:19](=[O:27])[C:20]1[CH:25]=[CH:24][C:23]([Cl:26])=[CH:22][CH:21]=1)(=O)=O.CN(C=O)C.[N-:33]=[N+:34]=[N-:35].[Na+]. Product: [N:33]([CH2:6][C:7]1[O:11][N:10]=[C:9]([CH3:12])[C:8]=1[C:13]1[CH:18]=[CH:17][CH:16]=[CH:15][C:14]=1[C:19]([C:20]1[CH:25]=[CH:24][C:23]([Cl:26])=[CH:22][CH:21]=1)=[O:27])=[N+:34]=[N-:35].